Dataset: Peptide-MHC class II binding affinity with 134,281 pairs from IEDB. Task: Regression. Given a peptide amino acid sequence and an MHC pseudo amino acid sequence, predict their binding affinity value. This is MHC class II binding data. (1) The peptide sequence is IGSFFYFPSIGMQRT. The MHC is DRB1_1302 with pseudo-sequence DRB1_1302. The binding affinity (normalized) is 0.700. (2) The peptide sequence is DTGHGTVVMQVKVSK. The MHC is DRB1_0701 with pseudo-sequence DRB1_0701. The binding affinity (normalized) is 0.302. (3) The peptide sequence is MYMWLGARYLEFEALHHHHHH. The MHC is DRB4_0103 with pseudo-sequence DRB4_0103. The binding affinity (normalized) is 0.566. (4) The peptide sequence is KHIVWASRELERFAV. The MHC is DRB1_1001 with pseudo-sequence DRB1_1001. The binding affinity (normalized) is 0.325.